This data is from Full USPTO retrosynthesis dataset with 1.9M reactions from patents (1976-2016). The task is: Predict the reactants needed to synthesize the given product. (1) Given the product [CH3:13][C:14]1[CH:18]=[C:17]([CH3:19])[NH:16][C:15]=1[CH:20]=[C:5]1[C:6]2[C:11](=[CH:10][CH:9]=[CH:8][CH:7]=2)[N:3]([O:2][CH3:1])[C:4]1=[O:12], predict the reactants needed to synthesize it. The reactants are: [CH3:1][O:2][N:3]1[C:11]2[C:6](=[CH:7][CH:8]=[CH:9][CH:10]=2)[CH2:5][C:4]1=[O:12].[CH3:13][C:14]1[CH:18]=[C:17]([CH3:19])[NH:16][C:15]=1[CH:20]=O. (2) Given the product [NH2:1][C@@H:2]([CH2:25][S:26][CH2:27][C@H:28]([O:43][CH2:44][CH2:45][CH2:46][CH2:47][CH2:48][CH2:49][CH2:50][CH2:51][CH2:52][CH2:53][CH2:54][CH3:55])[CH2:29][O:30][CH2:31][CH2:32][CH2:33][CH2:34][CH2:35][CH2:36][CH2:37][CH2:38][CH2:39][CH2:40][CH2:41][CH3:42])[C:3](=[O:24])[NH:4][CH2:5][CH2:6][O:7][CH2:8][CH2:9][O:10][CH2:11][CH2:12][O:13][CH2:14][CH2:15][P:16](=[O:17])([OH:23])[OH:20], predict the reactants needed to synthesize it. The reactants are: [NH2:1][C@@H:2]([CH2:25][S:26][CH2:27][C@H:28]([O:43][CH2:44][CH2:45][CH2:46][CH2:47][CH2:48][CH2:49][CH2:50][CH2:51][CH2:52][CH2:53][CH2:54][CH3:55])[CH2:29][O:30][CH2:31][CH2:32][CH2:33][CH2:34][CH2:35][CH2:36][CH2:37][CH2:38][CH2:39][CH2:40][CH2:41][CH3:42])[C:3](=[O:24])[NH:4][CH2:5][CH2:6][O:7][CH2:8][CH2:9][O:10][CH2:11][CH2:12][O:13][CH2:14][CH2:15][P:16](=[O:23])([O:20]CC)[O:17]CC.C[Si](Br)(C)C. (3) Given the product [NH2:1][C:4]1[CH:5]=[C:6]([C:13]([N:15]2[CH2:20][CH2:19][CH2:18][CH2:17][CH2:16]2)=[O:14])[CH:7]=[CH:8][C:9]=1[NH2:10], predict the reactants needed to synthesize it. The reactants are: [N+:1]([C:4]1[CH:5]=[C:6]([C:13]([N:15]2[CH2:20][CH2:19][CH2:18][CH2:17][CH2:16]2)=[O:14])[CH:7]=[CH:8][C:9]=1[N+:10]([O-])=O)([O-])=O. (4) Given the product [O:29]([C:14]1[CH:15]=[CH:16][C:17]([O:35][CH2:34][C:33](=[CH2:32])[CH2:36][OH:37])=[CH:18][CH:19]=1)[C:30]1[CH:31]=[CH:16][CH:15]=[CH:14][CH:19]=1, predict the reactants needed to synthesize it. The reactants are: [C:14]1(P([C:14]2[CH:19]=[CH:18][CH:17]=[CH:16][CH:15]=2)[C:14]2[CH:19]=[CH:18][CH:17]=[CH:16][CH:15]=2)[CH:19]=[CH:18][CH:17]=[CH:16][CH:15]=1.CCOC(/N=N/C([O:29][CH2:30][CH3:31])=O)=O.[CH2:32]=[C:33]([CH2:36][OH:37])[CH2:34][OH:35].